From a dataset of Forward reaction prediction with 1.9M reactions from USPTO patents (1976-2016). Predict the product of the given reaction. (1) Given the reactants Br[C:2]1[CH:7]=[CH:6][C:5]([S:8]([NH:11][C:12]2[N:16]([C:17]3[CH:26]=[CH:25][CH:24]=[C:23]4[C:18]=3[CH:19]=[CH:20][CH:21]=[N:22]4)[N:15]=[C:14]([CH3:27])[CH:13]=2)(=[O:10])=[O:9])=[CH:4][C:3]=1[F:28].[NH:29]1[CH2:34][CH2:33][O:32][CH2:31][CH2:30]1.C1(P(C2C=CC=CC=2)C2C=CC3C(=CC=CC=3)C=2C2C3C(=CC=CC=3)C=CC=2P(C2C=CC=CC=2)C2C=CC=CC=2)C=CC=CC=1.OP([O-])(O)=O.[K+], predict the reaction product. The product is: [F:28][C:3]1[CH:4]=[C:5]([S:8]([NH:11][C:12]2[N:16]([C:17]3[CH:26]=[CH:25][CH:24]=[C:23]4[C:18]=3[CH:19]=[CH:20][CH:21]=[N:22]4)[N:15]=[C:14]([CH3:27])[CH:13]=2)(=[O:10])=[O:9])[CH:6]=[CH:7][C:2]=1[N:29]1[CH2:34][CH2:33][O:32][CH2:31][CH2:30]1. (2) Given the reactants F[P-](F)(F)(F)(F)F.[N:8]1(O[P+](N(C)C)(N(C)C)N(C)C)[C:12]2C=CC=CC=2N=N1.[F:28][CH:29]([F:45])[C:30]1[C:34]([C:35]([OH:37])=O)=[CH:33][N:32]([C:38]2[N:43]=[CH:42][C:41]([F:44])=[CH:40][N:39]=2)[N:31]=1.[C:46]12(NC)[CH2:55][CH:50]3[CH2:51][CH:52]([CH2:54][CH:48]([CH2:49]3)[CH2:47]1)[CH2:53]2.CCN(C(C)C)C(C)C, predict the reaction product. The product is: [C:46]12([CH2:12][NH:8][C:35]([C:34]3[C:30]([CH:29]([F:28])[F:45])=[N:31][N:32]([C:38]4[N:43]=[CH:42][C:41]([F:44])=[CH:40][N:39]=4)[CH:33]=3)=[O:37])[CH2:47][CH:48]3[CH2:49][CH:50]([CH2:51][CH:52]([CH2:54]3)[CH2:53]1)[CH2:55]2. (3) Given the reactants [NH:1]1[CH2:6][CH2:5][NH:4][CH2:3][C:2]1=[O:7].[F:8][C:9]1[CH:14]=[CH:13][C:12](I)=[CH:11][CH:10]=1.CNC1CCCCC1NC.P([O-])([O-])([O-])=O.[K+].[K+].[K+], predict the reaction product. The product is: [F:8][C:9]1[CH:14]=[CH:13][C:12]([N:1]2[CH2:6][CH2:5][NH:4][CH2:3][C:2]2=[O:7])=[CH:11][CH:10]=1.